From a dataset of Catalyst prediction with 721,799 reactions and 888 catalyst types from USPTO. Predict which catalyst facilitates the given reaction. (1) Reactant: [N:1]1([C:7]2[CH:13]=[CH:12][CH:11]=[CH:10][C:8]=2[NH2:9])[CH2:6][CH2:5][CH2:4][CH2:3][CH2:2]1.[N+:14]([C:17]1OC(C=O)=[CH:19][CH:18]=1)([O-:16])=[O:15].C(O[BH-](O[C:34](=[O:36])[CH3:35])OC(=O)C)(=O)C.[Na+]. Product: [N+:14]([CH:17]([C:18]1[O:36][CH:34]=[CH:35][CH:19]=1)[C:11]1[CH:12]=[CH:13][C:7]([N:1]2[CH2:6][CH2:5][CH2:4][CH2:3][CH2:2]2)=[C:8]([NH2:9])[CH:10]=1)([O-:16])=[O:15]. The catalyst class is: 2. (2) Reactant: [F:1][C:2]1[CH:3]=[C:4](/[CH:28]=[CH:29]/[C:30]([O:32]C)=[O:31])[CH:5]=[C:6]([F:27])[C:7]=1[C@@H:8]1[C:13]2[NH:14][C:15]3[C:20]([C:12]=2[CH2:11][C@@H:10]([CH3:21])[N:9]1[CH2:22][C:23]([F:26])([CH3:25])[CH3:24])=[CH:19][CH:18]=[CH:17][CH:16]=3.C(O)(C)C.[OH-].[Na+].Cl. Product: [F:27][C:6]1[CH:5]=[C:4](/[CH:28]=[CH:29]/[C:30]([OH:32])=[O:31])[CH:3]=[C:2]([F:1])[C:7]=1[C@@H:8]1[C:13]2[NH:14][C:15]3[C:20]([C:12]=2[CH2:11][C@@H:10]([CH3:21])[N:9]1[CH2:22][C:23]([F:26])([CH3:25])[CH3:24])=[CH:19][CH:18]=[CH:17][CH:16]=3. The catalyst class is: 6. (3) Reactant: [OH:1][C:2]12[CH2:9][CH2:8][C:5]([C:10]3[NH:18][C:17]4[C:16](=[S:19])[NH:15][C:14](=[O:20])[N:13]([CH2:21][CH2:22][CH3:23])[C:12]=4[N:11]=3)([CH2:6][CH2:7]1)[CH2:4][CH2:3]2.[OH-].[Na+].[CH3:26]I.Cl. Product: [OH:1][C:2]12[CH2:9][CH2:8][C:5]([C:10]3[NH:18][C:17]4[C:16]([S:19][CH3:26])=[N:15][C:14](=[O:20])[N:13]([CH2:21][CH2:22][CH3:23])[C:12]=4[N:11]=3)([CH2:6][CH2:7]1)[CH2:4][CH2:3]2. The catalyst class is: 315. (4) Reactant: N1C=CC=CC=1.[OH-].[K+].[CH3:9][C:10]1[CH:11]=[C:12]([S:16](Cl)(=[O:18])=[O:17])[CH:13]=[CH:14][CH:15]=1.[CH3:20][C:21]1[CH:22]=[C:23]([CH:25]=[C:26]([CH3:35])[C:27]=1[S:28]([CH2:31][N+:32]([O-:34])=[O:33])(=[O:30])=[O:29])[NH2:24].Cl. Product: [CH3:35][C:26]1[CH:25]=[C:23]([NH:24][S:16]([C:12]2[CH:13]=[CH:14][CH:15]=[C:10]([CH3:9])[CH:11]=2)(=[O:18])=[O:17])[CH:22]=[C:21]([CH3:20])[C:27]=1[S:28]([CH2:31][N+:32]([O-:34])=[O:33])(=[O:30])=[O:29]. The catalyst class is: 30. (5) Reactant: [Cl-].[CH3:2][O:3][CH2:4][P+](C1C=CC=CC=1)(C1C=CC=CC=1)C1C=CC=CC=1.C[Si](C)(C)[N-][Si](C)(C)C.[Li+].[Br:34][C:35]1[CH:36]=[CH:37][C:38]2[N:42]=[C:41]([CH:43]3[CH2:46][C:45](=O)[CH2:44]3)[N:40](C)[C:39]=2[CH:49]=1. Product: [Br:34][C:35]1[CH:36]=[CH:37][C:38]2[N:42]=[C:41]([CH:43]3[CH2:44][C:45](=[CH:2][O:3][CH3:4])[CH2:46]3)[NH:40][C:39]=2[CH:49]=1. The catalyst class is: 1. (6) Reactant: CC1(C)[O:7][CH2:6][CH:5]([CH2:8][N:9]2[CH2:14][CH2:13][N:12]([C:15]3[CH:20]=[CH:19][C:18]([O:21][C:22]([F:25])([F:24])[F:23])=[CH:17][CH:16]=3)[CH2:11][CH2:10]2)[CH2:4][O:3]1.O.C1(C)C=CC(S(O)(=O)=O)=CC=1. Product: [F:25][C:22]([F:23])([F:24])[O:21][C:18]1[CH:19]=[CH:20][C:15]([N:12]2[CH2:13][CH2:14][N:9]([CH2:8][CH:5]([CH2:6][OH:7])[CH2:4][OH:3])[CH2:10][CH2:11]2)=[CH:16][CH:17]=1. The catalyst class is: 5. (7) Reactant: [CH2:1]([C:7]1[CH:12]=[CH:11][C:10]([N:13]([C:28]2[CH:33]=[CH:32][C:31]([CH2:34][CH2:35][CH2:36][CH2:37][CH2:38][CH3:39])=[CH:30][CH:29]=2)[C:14]2[C:15]3[C:20]([CH:21]=[C:22]4[C:27]=2[CH:26]=[CH:25][CH:24]=[CH:23]4)=[CH:19][CH:18]=[CH:17][CH:16]=3)=[CH:9][CH:8]=1)[CH2:2][CH2:3][CH2:4][CH2:5][CH3:6].[Br:40]N1C(=O)CCC1=O. Product: [Br:40][C:21]1[C:22]2[C:27](=[CH:26][CH:25]=[CH:24][CH:23]=2)[C:14]([N:13]([C:28]2[CH:29]=[CH:30][C:31]([CH2:34][CH2:35][CH2:36][CH2:37][CH2:38][CH3:39])=[CH:32][CH:33]=2)[C:10]2[CH:9]=[CH:8][C:7]([CH2:1][CH2:2][CH2:3][CH2:4][CH2:5][CH3:6])=[CH:12][CH:11]=2)=[C:15]2[C:20]=1[CH:19]=[CH:18][CH:17]=[CH:16]2. The catalyst class is: 2. (8) Reactant: C(O)(=O)C.[O:5]1CCO[CH:6]1[CH2:10][CH2:11][O:12][C:13]1[CH:14]=[C:15]([CH:20]=[CH:21][CH:22]=1)[C:16]([O:18][CH3:19])=[O:17].[OH-].[Na+]. Product: [O:5]=[CH:6][CH2:10][CH2:11][O:12][C:13]1[CH:14]=[C:15]([CH:20]=[CH:21][CH:22]=1)[C:16]([O:18][CH3:19])=[O:17]. The catalyst class is: 6. (9) Reactant: CC1C=CC(S(O)(=O)=O)=CC=1.[OH:12][CH2:13][C:14]([C:17]1[CH:18]=[C:19]([OH:24])[CH:20]=[C:21]([OH:23])[CH:22]=1)([CH3:16])[CH3:15].[C:25]1([CH3:35])[CH2:30][CH2:29][C:28]([CH:31]([CH3:33])[CH3:32])=[C:27](O)[CH:26]=1. Product: [OH:12][CH2:13][C:14]([C:17]1[CH:22]=[C:21]([OH:23])[C:20]2[C@@H:29]3[CH2:30][C:25]([CH3:35])=[CH:26][CH2:27][C@H:28]3[C:31]([CH3:33])([CH3:32])[O:24][C:19]=2[CH:18]=1)([CH3:16])[CH3:15]. The catalyst class is: 22. (10) Product: [F:1][C:2]1[CH:3]=[CH:4][C:5]([C:8]2[O:12][N:11]=[CH:10][C:9]=2[C:13]([N:39]2[CH2:44][CH2:43][CH2:42][C@@H:41]([C:45]([OH:48])([CH3:47])[CH3:46])[CH2:40]2)=[O:15])=[CH:6][CH:7]=1. Reactant: [F:1][C:2]1[CH:7]=[CH:6][C:5]([C:8]2[O:12][N:11]=[CH:10][C:9]=2[C:13]([OH:15])=O)=[CH:4][CH:3]=1.CN(C(ON1N=NC2C=CC=CC1=2)=[N+](C)C)C.[B-](F)(F)(F)F.Cl.[NH:39]1[CH2:44][CH2:43][CH2:42][C@@H:41]([C:45]([OH:48])([CH3:47])[CH3:46])[CH2:40]1.C(N(CC)CC)C. The catalyst class is: 343.